Dataset: Full USPTO retrosynthesis dataset with 1.9M reactions from patents (1976-2016). Task: Predict the reactants needed to synthesize the given product. (1) Given the product [N:28]([C:12]([C:8]1([C:5]2[CH:6]=[CH:7][C:2]([Br:1])=[CH:3][CH:4]=2)[CH2:11][CH2:10][CH2:9]1)=[O:14])=[N+:29]=[N-:30], predict the reactants needed to synthesize it. The reactants are: [Br:1][C:2]1[CH:7]=[CH:6][C:5]([C:8]2([C:12]([OH:14])=O)[CH2:11][CH2:10][CH2:9]2)=[CH:4][CH:3]=1.C(N(CC)CC)C.ClC(OCC)=O.[N-:28]=[N+:29]=[N-:30].[Na+]. (2) Given the product [F:12][C:13]1[CH:14]=[C:15]([CH:16]=[C:17]([F:19])[CH:18]=1)[O:20][C:2]1[CH:9]=[CH:8][C:7]([CH:10]=[O:11])=[CH:6][C:3]=1[C:4]#[N:5], predict the reactants needed to synthesize it. The reactants are: F[C:2]1[CH:9]=[CH:8][C:7]([CH:10]=[O:11])=[CH:6][C:3]=1[C:4]#[N:5].[F:12][C:13]1[CH:14]=[C:15]([OH:20])[CH:16]=[C:17]([F:19])[CH:18]=1. (3) The reactants are: [CH3:1][N:2]1[CH:6]=[C:5]([C:7]2[CH:8]=[C:9]3[C:15]([C:16]4[N:17]=[N:18][N:19]([CH:21]([C:23]5[CH:28]=[CH:27][CH:26]=[CH:25][CH:24]=5)[CH3:22])[CH:20]=4)=[CH:14][N:13](C(OC(C)(C)C)=O)[C:10]3=[N:11][CH:12]=2)[CH:4]=[N:3]1.C(=O)([O-])[O-].[K+].[K+].O. Given the product [CH3:1][N:2]1[CH:6]=[C:5]([C:7]2[CH:8]=[C:9]3[C:15]([C:16]4[N:17]=[N:18][N:19]([CH:21]([C:23]5[CH:28]=[CH:27][CH:26]=[CH:25][CH:24]=5)[CH3:22])[CH:20]=4)=[CH:14][NH:13][C:10]3=[N:11][CH:12]=2)[CH:4]=[N:3]1, predict the reactants needed to synthesize it. (4) Given the product [Cl:1][C:2]1[CH:7]=[CH:6][C:5]([C:8]2[S:16][C:15]3[C:14](=[O:17])[N:13]([C:18]4[CH:23]=[CH:22][C:21]([O:24][CH2:25][C:26]([CH3:28])([O:29][C:39](=[O:40])[CH2:38][C:37]([OH:42])=[O:36])[CH3:27])=[C:20]([O:30][CH3:31])[CH:19]=4)[CH:12]=[N:11][C:10]=3[CH:9]=2)=[CH:4][CH:3]=1, predict the reactants needed to synthesize it. The reactants are: [Cl:1][C:2]1[CH:7]=[CH:6][C:5]([C:8]2[S:16][C:15]3[C:14](=[O:17])[N:13]([C:18]4[CH:23]=[CH:22][C:21]([O:24][CH2:25][C:26]([OH:29])([CH3:28])[CH3:27])=[C:20]([O:30][CH3:31])[CH:19]=4)[CH:12]=[N:11][C:10]=3[CH:9]=2)=[CH:4][CH:3]=1.C([O:36][C:37](=[O:42])[CH2:38][C:39](O)=[O:40])(C)(C)C.C(N=C=NC(C)C)(C)C. (5) Given the product [CH2:1]([N:8]([CH2:29][CH:30]1[CH2:31][CH2:32][CH:33]([CH2:36][OH:37])[CH2:34][CH2:35]1)[S:9]([NH:12][C:13](=[O:28])[C:14]1[CH:19]=[C:18]([C:20]([F:21])([F:22])[F:23])[CH:17]=[C:16]([C:24]([F:25])([F:26])[F:27])[CH:15]=1)(=[O:11])=[O:10])[C:2]1[CH:3]=[CH:4][CH:5]=[CH:6][CH:7]=1, predict the reactants needed to synthesize it. The reactants are: [CH2:1]([N:8]([CH2:29][CH:30]1[CH2:35][CH2:34][CH:33]([CH2:36][O:37][Si](C(C)(C)C)(C)C)[CH2:32][CH2:31]1)[S:9]([NH:12][C:13](=[O:28])[C:14]1[CH:19]=[C:18]([C:20]([F:23])([F:22])[F:21])[CH:17]=[C:16]([C:24]([F:27])([F:26])[F:25])[CH:15]=1)(=[O:11])=[O:10])[C:2]1[CH:7]=[CH:6][CH:5]=[CH:4][CH:3]=1. (6) The reactants are: [CH3:1][O:2][C:3]1[CH:8]=[C:7]([CH2:9][CH2:10][CH2:11][N:12]2[CH2:17][CH2:16][NH:15][CH2:14][CH2:13]2)[CH:6]=[CH:5][C:4]=1[C:18]1[CH:23]=[CH:22][C:21]([C:24]([NH:26][S:27]([C:30]2[CH:35]=[CH:34][C:33]([NH:36][CH2:37][CH2:38][S:39][C:40]3[CH:45]=[CH:44][CH:43]=[CH:42][CH:41]=3)=[C:32]([N+:46]([O-:48])=[O:47])[CH:31]=2)(=[O:29])=[O:28])=[O:25])=[CH:20][CH:19]=1.C(N(CC)CC)C.[CH3:56][N:57]([CH3:61])[C:58](Cl)=[O:59]. Given the product [CH3:1][O:2][C:3]1[CH:8]=[C:7]([CH2:9][CH2:10][CH2:11][N:12]2[CH2:13][CH2:14][N:15]([C:58]([N:57]([CH3:61])[CH3:56])=[O:59])[CH2:16][CH2:17]2)[CH:6]=[CH:5][C:4]=1[C:18]1[CH:19]=[CH:20][C:21]([C:24]([NH:26][S:27]([C:30]2[CH:35]=[CH:34][C:33]([NH:36][CH2:37][CH2:38][S:39][C:40]3[CH:41]=[CH:42][CH:43]=[CH:44][CH:45]=3)=[C:32]([N+:46]([O-:48])=[O:47])[CH:31]=2)(=[O:28])=[O:29])=[O:25])=[CH:22][CH:23]=1, predict the reactants needed to synthesize it. (7) Given the product [O:30]1[CH:34]=[CH:33][CH:32]=[C:31]1[C:7]1[CH:12]=[C:11]([CH3:13])[C:10]([C:14]([NH:15][CH:16]2[CH2:21][CH2:20][CH2:19][CH2:18][CH:17]2[CH3:22])=[O:23])=[C:9]([CH3:24])[CH:8]=1, predict the reactants needed to synthesize it. The reactants are: FC(F)(F)S(O[C:7]1[CH:12]=[C:11]([CH3:13])[C:10]([C:14](=[O:23])[NH:15][CH:16]2[CH2:21][CH2:20][CH2:19][CH2:18][CH:17]2[CH3:22])=[C:9]([CH3:24])[CH:8]=1)(=O)=O.CCO.[O:30]1[CH:34]=[CH:33][CH:32]=[C:31]1B(O)O.C([O-])([O-])=O.[K+].[K+]. (8) Given the product [NH:28]1[C:36]2[C:31](=[C:32]([C:2]3[N:11]=[CH:10][C:9]4[N:8]([CH2:12][C:13]([N:15]([CH3:23])[CH2:16][CH:17]5[CH2:22][CH2:21][O:20][CH2:19][CH2:18]5)=[O:14])[CH2:7][C@@H:6]5[CH2:24][O:25][CH2:26][CH2:27][N:5]5[C:4]=4[N:3]=3)[CH:33]=[CH:34][CH:35]=2)[CH:30]=[CH:29]1, predict the reactants needed to synthesize it. The reactants are: Cl[C:2]1[N:11]=[CH:10][C:9]2[N:8]([CH2:12][C:13]([N:15]([CH3:23])[CH2:16][CH:17]3[CH2:22][CH2:21][O:20][CH2:19][CH2:18]3)=[O:14])[CH2:7][C@@H:6]3[CH2:24][O:25][CH2:26][CH2:27][N:5]3[C:4]=2[N:3]=1.[NH:28]1[C:36]2[CH:35]=[CH:34][CH:33]=[C:32](B(O)O)[C:31]=2[CH:30]=[CH:29]1.C(=O)([O-])[O-].[Na+].[Na+].